Dataset: Forward reaction prediction with 1.9M reactions from USPTO patents (1976-2016). Task: Predict the product of the given reaction. (1) Given the reactants [CH2:1]([O:8][C:9]1[CH:14]=[CH:13][C:12](B(O)O)=[CH:11][C:10]=1[F:18])[C:2]1[CH:7]=[CH:6][CH:5]=[CH:4][CH:3]=1.[C:19]1(=[O:24])[CH2:23][CH2:22][CH:21]=[CH:20]1, predict the reaction product. The product is: [CH2:1]([O:8][C:9]1[CH:14]=[CH:13][C:12]([C@@H:21]2[CH2:22][CH2:23][C:19](=[O:24])[CH2:20]2)=[CH:11][C:10]=1[F:18])[C:2]1[CH:7]=[CH:6][CH:5]=[CH:4][CH:3]=1. (2) Given the reactants [CH2:1]([N:8]1[CH:16]=[C:15]2[C:10]([CH:11]=[C:12]([C:17]3[CH:18]=[C:19]([CH:27]4[O:32][CH2:31][CH2:30][NH:29][CH2:28]4)[N:20]4[C:25]=3[C:24]([NH2:26])=[N:23][CH:22]=[N:21]4)[CH:13]=[CH:14]2)=[N:9]1)[C:2]1[CH:7]=[CH:6][CH:5]=[CH:4][CH:3]=1.[CH3:33][N:34]1[CH2:39][CH2:38][N:37]([C:40](Cl)=[O:41])[CH2:36][CH2:35]1.CN1CCOCC1, predict the reaction product. The product is: [CH2:1]([N:8]1[CH:16]=[C:15]2[C:10]([CH:11]=[C:12]([C:17]3[CH:18]=[C:19]([CH:27]4[O:32][CH2:31][CH2:30][N:29]([C:40]([N:37]5[CH2:38][CH2:39][N:34]([CH3:33])[CH2:35][CH2:36]5)=[O:41])[CH2:28]4)[N:20]4[C:25]=3[C:24]([NH2:26])=[N:23][CH:22]=[N:21]4)[CH:13]=[CH:14]2)=[N:9]1)[C:2]1[CH:7]=[CH:6][CH:5]=[CH:4][CH:3]=1. (3) Given the reactants [NH2:1][C:2]1[CH:3]=[C:4]([CH:8]=[CH:9][C:10]=1[CH3:11])[C:5]([OH:7])=[O:6].[N:12]([O-])=O.[Na+].[Cl:16][Sn]Cl, predict the reaction product. The product is: [ClH:16].[NH:1]([C:2]1[CH:3]=[C:4]([CH:8]=[CH:9][C:10]=1[CH3:11])[C:5]([OH:7])=[O:6])[NH2:12]. (4) Given the reactants C([O:3][C:4]([C:6]([CH:17]1[C:24]2[N:23]([CH2:25][C:26]3[CH:31]=[CH:30][C:29]([Cl:32])=[CH:28][CH:27]=3)[C:22]([C:33]([CH3:36])([CH3:35])[CH3:34])=[N:21][C:20]=2[CH2:19][CH2:18]1)(C(OCC)=O)C(OCC)=O)=[O:5])C.[OH-].[Na+], predict the reaction product. The product is: [NH3:21].[Cl:32][C:29]1[CH:28]=[CH:27][C:26]([CH2:25][N:23]2[C:24]3[CH:17]([CH2:6][C:4]([OH:5])=[O:3])[CH2:18][CH2:19][C:20]=3[N:21]=[C:22]2[C:33]([CH3:36])([CH3:35])[CH3:34])=[CH:31][CH:30]=1. (5) The product is: [C:1]([NH:5][C:6]([C:8]1[S:29][C:11]2[N:12]=[C:13]([C:23]3[CH:24]=[CH:25][CH:26]=[CH:27][CH:28]=3)[N:14]=[C:15]([C:16]3[CH:21]=[CH:20][CH:19]=[C:18]([NH:22][C:32]([O:34][C:35]4[CH:36]=[CH:37][C:38]([N+:41]([O-:43])=[O:42])=[CH:39][CH:40]=4)=[O:33])[CH:17]=3)[C:10]=2[C:9]=1[NH2:30])=[O:7])([CH3:4])([CH3:2])[CH3:3]. Given the reactants [C:1]([NH:5][C:6]([C:8]1[S:29][C:11]2[N:12]=[C:13]([C:23]3[CH:28]=[CH:27][CH:26]=[CH:25][CH:24]=3)[N:14]=[C:15]([C:16]3[CH:21]=[CH:20][CH:19]=[C:18]([NH2:22])[CH:17]=3)[C:10]=2[C:9]=1[NH2:30])=[O:7])([CH3:4])([CH3:3])[CH3:2].Cl[C:32]([O:34][C:35]1[CH:40]=[CH:39][C:38]([N+:41]([O-:43])=[O:42])=[CH:37][CH:36]=1)=[O:33], predict the reaction product. (6) Given the reactants [C:1]([O:5][C:6]([CH2:8][CH:9]([C:18]1[CH:26]=[CH:25][C:21]([C:22](O)=[O:23])=[CH:20][CH:19]=1)[NH:10][C:11]([O:13][C:14]([CH3:17])([CH3:16])[CH3:15])=[O:12])=[O:7])([CH3:4])([CH3:3])[CH3:2].CC[N:29]([CH:33]([CH3:35])C)[CH:30]([CH3:32])C.[CH3:36][N:37](C(ON1N=NC2C=CC=CC1=2)=[N+](C)C)C.[B-](F)(F)(F)F.C1C=CC2N(O)N=NC=2C=1.NC1C=CN=CC=1.CN(C(ON1N=NC2C=CC=CC1=2)=[N+](C)C)C.[B-](F)(F)(F)F, predict the reaction product. The product is: [C:1]([O:5][C:6](=[O:7])[CH2:8][CH:9]([NH:10][C:11]([O:13][C:14]([CH3:17])([CH3:15])[CH3:16])=[O:12])[C:18]1[CH:26]=[CH:25][C:21]([C:22](=[O:23])[NH:37][C:36]2[CH:32]=[CH:30][N:29]=[CH:33][CH:35]=2)=[CH:20][CH:19]=1)([CH3:4])([CH3:3])[CH3:2].